Predict the product of the given reaction. From a dataset of Forward reaction prediction with 1.9M reactions from USPTO patents (1976-2016). Given the reactants Br[C:2]1[CH:3]=[C:4]([CH:9]=[CH:10][CH:11]=1)[CH2:5][N:6]([CH3:8])[CH3:7].[C:12]([O:16][CH2:17][CH3:18])(=[O:15])[CH:13]=[CH2:14].C1(C)C=CC=CC=1P(C1C=CC=CC=1C)C1C=CC=CC=1C.CCN(CC)CC, predict the reaction product. The product is: [CH2:17]([O:16][C:12](=[O:15])/[CH:13]=[CH:14]/[C:2]1[CH:11]=[CH:10][CH:9]=[C:4]([CH2:5][N:6]([CH3:8])[CH3:7])[CH:3]=1)[CH3:18].